From a dataset of Reaction yield outcomes from USPTO patents with 853,638 reactions. Predict the reaction yield, written as a fraction of the theoretical maximum amount of product (1.0 means a 100% yield; for example, 0.34 means a 34% yield). (1) The reactants are S(Cl)([Cl:3])=O.[CH3:5][C:6]1[N:7]=[C:8]2[C:17]3[CH2:16][CH:15]([C:18]4[CH:23]=[CH:22][CH:21]=[CH:20][CH:19]=4)[CH2:14][CH2:13][C:12]=3[C:11]([CH2:24]O)=[CH:10][N:9]2[C:26]=1[CH3:27].C(=O)(O)[O-].[Na+].O. The catalyst is ClCCl. The product is [Cl:3][CH2:24][C:11]1[C:12]2[CH2:13][CH2:14][CH:15]([C:18]3[CH:23]=[CH:22][CH:21]=[CH:20][CH:19]=3)[CH2:16][C:17]=2[C:8]2=[N:7][C:6]([CH3:5])=[C:26]([CH3:27])[N:9]2[CH:10]=1. The yield is 0.870. (2) The reactants are [Br:1][C:2]1[CH:11]=[CH:10][C:5]2[N:6]=[C:7](Cl)[S:8][C:4]=2[CH:3]=1.C(O)C.[CH3:15][NH2:16].Cl. No catalyst specified. The product is [Br:1][C:2]1[CH:11]=[CH:10][C:5]2[N:6]=[C:7]([NH:16][CH3:15])[S:8][C:4]=2[CH:3]=1. The yield is 0.790.